From a dataset of NCI-60 drug combinations with 297,098 pairs across 59 cell lines. Regression. Given two drug SMILES strings and cell line genomic features, predict the synergy score measuring deviation from expected non-interaction effect. Drug 1: CCCCC(=O)OCC(=O)C1(CC(C2=C(C1)C(=C3C(=C2O)C(=O)C4=C(C3=O)C=CC=C4OC)O)OC5CC(C(C(O5)C)O)NC(=O)C(F)(F)F)O. Drug 2: C1CCC(C(C1)N)N.C(=O)(C(=O)[O-])[O-].[Pt+4]. Cell line: CAKI-1. Synergy scores: CSS=50.1, Synergy_ZIP=-3.27, Synergy_Bliss=-5.06, Synergy_Loewe=-3.54, Synergy_HSA=-1.19.